From a dataset of Full USPTO retrosynthesis dataset with 1.9M reactions from patents (1976-2016). Predict the reactants needed to synthesize the given product. (1) Given the product [CH2:1]([O:3][C:4]([C:6]1[C:7]([C:17]2[CH:18]=[N:19][CH:20]=[CH:21][CH:22]=2)=[N:8][C:9]2[C:14]([CH:15]=1)=[CH:13][CH:12]=[CH:11][C:10]=2[Cl:16])=[O:5])[CH3:2], predict the reactants needed to synthesize it. The reactants are: [CH2:1]([O:3][C:4]([C:6]1[CH2:15][C:14]2[C:9](=[C:10]([Cl:16])[CH:11]=[CH:12][CH:13]=2)[NH:8][C:7]=1[C:17]1[CH:18]=[N:19][CH:20]=[CH:21][CH:22]=1)=[O:5])[CH3:2]. (2) Given the product [N:21]1[C:30]2[C:25](=[CH:26][C:27]([NH:31][C:12]([CH:9]3[CH2:8][CH2:7][N:6]([C:2]4[S:1][CH:5]=[CH:4][CH:3]=4)[CH2:11][CH2:10]3)=[O:14])=[CH:28][CH:29]=2)[N:24]=[CH:23][CH:22]=1, predict the reactants needed to synthesize it. The reactants are: [S:1]1[CH:5]=[CH:4][CH:3]=[C:2]1[N:6]1[CH2:11][CH2:10][CH:9]([C:12]([OH:14])=O)[CH2:8][CH2:7]1.BrC1SC=CC=1.[N:21]1[C:30]2[C:25](=[CH:26][C:27]([NH2:31])=[CH:28][CH:29]=2)[N:24]=[CH:23][CH:22]=1. (3) Given the product [CH3:1][N:2]1[CH2:3][C@H:4]([CH3:5])[NH:6][C@@H:7]([CH3:12])[C:8]1=[O:9], predict the reactants needed to synthesize it. The reactants are: [CH3:1][NH:2][CH2:3][C@@H:4]([NH:6][C@@H:7]([CH3:12])[C:8](OC)=[O:9])[CH3:5].C1(C)C=CC(S(O)(=O)=O)=CC=1. (4) Given the product [Cl:1][C:2]1[CH:3]=[C:4]2[C:9](=[CH:10][CH:11]=1)[N:8]=[C:7]([NH:12][C:13]([N:30]1[CH2:29][CH2:28][N:27]([C:22]3[CH:23]=[CH:24][CH:25]=[CH:26][C:21]=3[F:20])[CH2:32][CH2:31]1)=[O:17])[C:6]([O:18][CH3:19])=[N:5]2, predict the reactants needed to synthesize it. The reactants are: [Cl:1][C:2]1[CH:3]=[C:4]2[C:9](=[CH:10][CH:11]=1)[N:8]=[C:7]([NH:12][C:13](=[O:17])OCC)[C:6]([O:18][CH3:19])=[N:5]2.[F:20][C:21]1[CH:26]=[CH:25][CH:24]=[CH:23][C:22]=1[N:27]1[CH2:32][CH2:31][NH:30][CH2:29][CH2:28]1. (5) Given the product [CH3:41][O:40][C:33]1[CH:34]=[C:35]([O:38][CH3:39])[CH:36]=[CH:37][C:32]=1[CH2:31][N:24]([C:25]1[CH:30]=[CH:29][N:28]=[CH:27][N:26]=1)[S:21]([C:17]1[C:16]([F:42])=[CH:15][C:14]([O:13][C@H:8]2[CH2:9][CH2:10][CH2:11][CH2:12][C@@H:7]2[C:6]2[C:2]([NH:1][C:49](=[O:51])[CH3:50])=[N:3][N:4]([CH:43]3[CH2:48][CH2:47][CH2:46][CH2:45][O:44]3)[CH:5]=2)=[C:19]([CH3:20])[CH:18]=1)(=[O:23])=[O:22], predict the reactants needed to synthesize it. The reactants are: [NH2:1][C:2]1[C:6]([C@H:7]2[CH2:12][CH2:11][CH2:10][CH2:9][C@@H:8]2[O:13][C:14]2[C:19]([CH3:20])=[CH:18][C:17]([S:21]([N:24]([CH2:31][C:32]3[CH:37]=[CH:36][C:35]([O:38][CH3:39])=[CH:34][C:33]=3[O:40][CH3:41])[C:25]3[CH:30]=[CH:29][N:28]=[CH:27][N:26]=3)(=[O:23])=[O:22])=[C:16]([F:42])[CH:15]=2)=[CH:5][N:4]([CH:43]2[CH2:48][CH2:47][CH2:46][CH2:45][O:44]2)[N:3]=1.[C:49](OC(=O)C)(=[O:51])[CH3:50].O.C(OCC)(=O)C. (6) Given the product [Br:19][C:20]1[CH:24]=[C:23]([Cl:25])[S:22][C:21]=1[S:26]([NH:18][C:5]1[CH:4]=[CH:3][C:2]([F:1])=[C:7]([F:8])[C:6]=1[NH:9][C:10]1[CH:15]=[CH:14][C:13]([I:16])=[CH:12][C:11]=1[F:17])(=[O:28])=[O:27], predict the reactants needed to synthesize it. The reactants are: [F:1][C:2]1[C:7]([F:8])=[C:6]([NH:9][C:10]2[CH:15]=[CH:14][C:13]([I:16])=[CH:12][C:11]=2[F:17])[C:5]([NH2:18])=[CH:4][CH:3]=1.[Br:19][C:20]1[CH:24]=[C:23]([Cl:25])[S:22][C:21]=1[S:26](Cl)(=[O:28])=[O:27]. (7) Given the product [CH2:22]([O:21][NH:20][C:18](=[O:19])[C:17]1[CH:24]=[CH:25][C:26]([CH3:27])=[C:15]([N:9]2[C:8](=[O:28])[C:7]3[C:12](=[CH:13][CH:14]=[C:5]([O:4][CH2:3][CH2:2][N:32]([CH:33]([CH3:35])[CH3:34])[CH3:31])[CH:6]=3)[N:11]=[CH:10]2)[CH:16]=1)[CH3:23], predict the reactants needed to synthesize it. The reactants are: Cl[CH2:2][CH2:3][O:4][C:5]1[CH:6]=[C:7]2[C:12](=[CH:13][CH:14]=1)[N:11]=[CH:10][N:9]([C:15]1[CH:16]=[C:17]([CH:24]=[CH:25][C:26]=1[CH3:27])[C:18]([NH:20][O:21][CH2:22][CH3:23])=[O:19])[C:8]2=[O:28].[I-].[K+].[CH3:31][NH:32][CH:33]([CH3:35])[CH3:34]. (8) Given the product [Cl:17][C:11]1[CH:10]=[C:9]([C:6]2[CH:7]=[CH:8][N:4]([CH2:3][C@@H:2]([NH:1][C:25]([C:22]3[N:21]=[C:20]([CH3:19])[O:24][N:23]=3)=[O:26])[CH3:18])[N:5]=2)[CH:16]=[CH:15][C:12]=1[C:13]#[N:14], predict the reactants needed to synthesize it. The reactants are: [NH2:1][C@@H:2]([CH3:18])[CH2:3][N:4]1[CH:8]=[CH:7][C:6]([C:9]2[CH:16]=[CH:15][C:12]([C:13]#[N:14])=[C:11]([Cl:17])[CH:10]=2)=[N:5]1.[CH3:19][C:20]1[O:24][N:23]=[C:22]([C:25](O)=[O:26])[N:21]=1. (9) Given the product [CH2:29]([N:36]1[CH2:41][CH2:40][CH:39]([NH:42][C:14](=[O:16])[CH2:13][CH2:12][C:10]2[O:9][N:8]=[C:7]([C:2]3[CH:3]=[CH:4][CH:5]=[CH:6][N:1]=3)[N:11]=2)[CH2:38][CH2:37]1)[C:30]1[CH:31]=[CH:32][CH:33]=[CH:34][CH:35]=1, predict the reactants needed to synthesize it. The reactants are: [N:1]1[CH:6]=[CH:5][CH:4]=[CH:3][C:2]=1[C:7]1[N:11]=[C:10]([CH2:12][CH2:13][C:14]([OH:16])=O)[O:9][N:8]=1.C(N1C=CN=C1)(N1C=CN=C1)=O.[CH2:29]([N:36]1[CH2:41][CH2:40][CH:39]([NH2:42])[CH2:38][CH2:37]1)[C:30]1[CH:35]=[CH:34][CH:33]=[CH:32][CH:31]=1. (10) Given the product [CH2:9]([O:8][C:5]1[N:6]=[CH:7][C:2]([C:19]2[C:18]([CH3:17])=[N:23][CH:22]=[C:21]([NH2:24])[CH:20]=2)=[CH:3][C:4]=1[N:11]1[CH2:16][CH2:15][O:14][CH2:13][CH2:12]1)[CH3:10], predict the reactants needed to synthesize it. The reactants are: Br[C:2]1[CH:3]=[C:4]([N:11]2[CH2:16][CH2:15][O:14][CH2:13][CH2:12]2)[C:5]([O:8][CH2:9][CH3:10])=[N:6][CH:7]=1.[CH3:17][C:18]1[N:23]=[CH:22][C:21]([NH2:24])=[CH:20][C:19]=1B1OC(C)(C)C(C)(C)O1.